Predict the product of the given reaction. From a dataset of Forward reaction prediction with 1.9M reactions from USPTO patents (1976-2016). (1) Given the reactants C(O)(C(F)(F)F)=O.[CH3:8][N:9]1[C:14]2=[CH:15][N:16]([CH2:24][CH2:25][S:26]C(C3C=CC=CC=3)(C3C=CC=CC=3)C3C=CC=CC=3)[C:17]([C:18]3[CH:23]=[CH:22][CH:21]=[CH:20][CH:19]=3)=[C:13]2[C:12](=[O:46])[N:11]([CH3:47])[C:10]1=[O:48].C([SiH](CC)CC)C, predict the reaction product. The product is: [SH:26][CH2:25][CH2:24][N:16]1[C:17]([C:18]2[CH:23]=[CH:22][CH:21]=[CH:20][CH:19]=2)=[C:13]2[C:14]([N:9]([CH3:8])[C:10](=[O:48])[N:11]([CH3:47])[C:12]2=[O:46])=[CH:15]1. (2) Given the reactants [CH2:1]([Li])[CH2:2][CH2:3][CH3:4].CCCCCC.[Cl:12][C:13]1[CH:18]=[CH:17][C:16]([S:19]([CH2:22][C:23]2[CH:28]=[CH:27][N:26]=[CH:25][CH:24]=2)(=[O:21])=[O:20])=[CH:15][CH:14]=1.ICCCC, predict the reaction product. The product is: [Cl:12][C:13]1[CH:14]=[CH:15][C:16]([S:19]([CH:22]([C:23]2[CH:24]=[CH:25][N:26]=[CH:27][CH:28]=2)[CH2:1][CH2:2][CH2:3][CH3:4])(=[O:20])=[O:21])=[CH:17][CH:18]=1. (3) Given the reactants [CH2:1]([O:8][C:9]1[C:10](=[O:25])[NH:11][C:12](=[O:24])[N:13]([CH2:15][CH2:16][C:17]2[CH:22]=[CH:21][C:20](Br)=[CH:19][CH:18]=2)[N:14]=1)[C:2]1[CH:7]=[CH:6][CH:5]=[CH:4][CH:3]=1.[F:26][C:27]1[CH:32]=[CH:31][CH:30]=[CH:29][C:28]=1B(O)O.C(=O)([O-])[O-].[Na+].[Na+], predict the reaction product. The product is: [CH2:1]([O:8][C:9]1[C:10](=[O:25])[NH:11][C:12](=[O:24])[N:13]([CH2:15][CH2:16][C:17]2[CH:22]=[CH:21][C:20]([C:28]3[CH:29]=[CH:30][CH:31]=[CH:32][C:27]=3[F:26])=[CH:19][CH:18]=2)[N:14]=1)[C:2]1[CH:7]=[CH:6][CH:5]=[CH:4][CH:3]=1. (4) Given the reactants CO[C:3]1[CH:8]=[CH:7][C:6]([CH2:9][C:10](Cl)=[O:11])=[CH:5][CH:4]=1.[CH:13]([NH2:15])=[O:14].N1C=CC=CC=1.C[C:23](C)=[O:24], predict the reaction product. The product is: [CH:13]([NH:15][C:10](=[O:11])[CH2:9][C:6]1[CH:5]=[CH:4][CH:3]=[C:8]([O:24][CH3:23])[CH:7]=1)=[O:14].